Binary Classification. Given a miRNA mature sequence and a target amino acid sequence, predict their likelihood of interaction. From a dataset of Experimentally validated miRNA-target interactions with 360,000+ pairs, plus equal number of negative samples. (1) The protein sequence of the target gene is MVHEAPHASSFQMLLQLLLLLLLRAEPLRSAELTFELPDNAKQCFHEEVEQGVKFSLDYQVITGGHYDVDCYVEDPRGNVIYRETKKQYDSFTYKTEAKGVYRFCFSNEFSTFSHKTVYFDFQVGDEPPILPDMGNRVTALTQMESACVTIHEALKTVIDSQTHYRLREAQDRARAEDLNSRVSYWSVGETIALFVVSFSQVLLLKSFFTEKRPVNRAVHS. Result: 0 (no interaction). The miRNA is hsa-miR-1263 with sequence AUGGUACCCUGGCAUACUGAGU. (2) The miRNA is hsa-miR-6728-3p with sequence UCUCUGCUCUGCUCUCCCCAG. The protein sequence of the target gene is MSKVSFKITLTSDPRLPYKVLSVPESTPFTAVLKFAAEEFKVPAATSAIITNDGIGINPAQTAGNVFLKHGSELRIIPRDRVGSC. Result: 1 (interaction). (3) The miRNA is hsa-miR-4657 with sequence AAUGUGGAAGUGGUCUGAGGCAU. The protein sequence of the target gene is MVMVLSESLSTRGADSIACGTFSRELHTPKKMSQGPTLFSCGIMENDRWRDLDRKCPLQIDQPSTSIWECLPEKDSSLWHREAVTACAVTSLIKDLSISDHNGNPSAPPSKRQCRSLSFSDEMSSCRTSWRPLGSKVWTPVEKRRCYSGGSVQRYSNGFSTMQRSSSFSLPSRANVLSSPCDQAGLHHRFGGQPCQGVPGSAPCGQAGDTWSPDLHPVGGGRLDLQRSLSCSHEQFSFVEYCPPSANSTPASTPELARRSSGLSRSRSQPCVLNDKKVGVKRRRPEEVQEQRPSLDLAKM.... Result: 0 (no interaction). (4) The miRNA is mmu-miR-6934-3p with sequence ACCUCUGCUCCUGCCCCACCAG. The protein sequence of the target gene is MAQGAMRFCSEGDCAISPPRCPRRWLPEGPVPQSPPASMYGSTGSLLRRVAGPGPRGRELGRVTAPCTPLRGPPSPRVAPSPWAPSSPTGQPPPGAQSSVVIFRFVEKASVRPLNGLPAPGGLSRSWDLGGVSPPRPTPALGPGSNRKLRLEASTSDPLPARGGSALPGSRNLVHGPPAPPQVGADGLYSSLPNGLGGPPERLATLFGGPADTGFLNQGDTWSSPREVSSHAQRIARAKWEFFYGSLDPPSSGAKPPEQAPPSPPGVGSRQGSGVAVGRAAKYSETDLDTVPLRCYRETD.... Result: 0 (no interaction). (5) The miRNA is hsa-miR-5572 with sequence GUUGGGGUGCAGGGGUCUGCU. The protein sequence of the target gene is MKGSRIELGDVTPHNIKQLKRLNQVIFPVSYNDKFYKDVLEVGELAKLAYFNDIAVGAVCCRVDHSQNQKRLYIMTLGCLAPYRRLGIGTKMLNHVLNICEKDGTFDNIYLHVQISNESAIDFYRKFGFEIIETKKNYYKRIEPADAHVLQKNLKVPSGQNADVQKTDN. Result: 1 (interaction). (6) The miRNA is mmu-miR-328-3p with sequence CUGGCCCUCUCUGCCCUUCCGU. The protein sequence of the target gene is MKDKRKKKDRTWAEAARLALEKHPNSPMTAKQILEVIQKEGLKETGTSPLACLNAMLHTNTRVGDGTFFKIPGKSGLYALRKEESSCPVDGTLDLVVDPDLDGAEMAEASANGEENRVCTKQVTDEVSSTRDCSLTNTAVQSKLVSSFQQHTKKALKQALRQQQKRRNGVSMMVNKTVPRVVLTPLKVSDEQSDSPSGSESKNGEADSSDKEMKHGQKSPTGKQTSQHLKRLKKSGLGHLKWTKAEDIDIETPGSILVNTNLRALINKHTFASFPQHFQQYLLLLLPEVDRQMGSDGILR.... Result: 0 (no interaction). (7) The protein sequence of the target gene is MVSLPPPQSDVTLPGPTRLEGERQGDLMQAPGLPGSPAPQSKHAGFSCSSFVSDGPPERTPSLPPHSPRIASPGPEQVQGHCPAGPGPGPFRLSPSDKYPGFGFEEAAASSPGRFLKGSHAPFHPYKRPFHEDVFPEAETTLALKGHSFKTPGPLEAFEEIPVDVAEAEAFLPGFSAEAWCNGLPYPSQEHGPQVLGSEVKVKPPVLESGAGMFCYQPPLQHMYCSSQPPFHQYSPGGGSYPIPYLGSSHYQYQRMAPQASTDGHQPLFPKPIYSYSILIFMALKNSKTGSLPVSEIYNF.... The miRNA is mmu-miR-5116 with sequence UUUGAUAGGAACCCCGCCUGA. Result: 0 (no interaction).